Dataset: Forward reaction prediction with 1.9M reactions from USPTO patents (1976-2016). Task: Predict the product of the given reaction. (1) Given the reactants Cl.[NH2:2][CH2:3][C:4]([NH:6][CH:7]([C:14]1[CH:19]=[CH:18][C:17]([Cl:20])=[CH:16][CH:15]=1)[C:8]1[CH:13]=[CH:12][CH:11]=[CH:10][CH:9]=1)=[O:5].[F:21][C:22]1[CH:23]=[C:24]([CH:28]=[CH:29][CH:30]=1)[C:25](O)=[O:26], predict the reaction product. The product is: [Cl:20][C:17]1[CH:18]=[CH:19][C:14]([CH:7]([NH:6][C:4]([CH2:3][NH:2][C:25](=[O:26])[C:24]2[CH:28]=[CH:29][CH:30]=[C:22]([F:21])[CH:23]=2)=[O:5])[C:8]2[CH:13]=[CH:12][CH:11]=[CH:10][CH:9]=2)=[CH:15][CH:16]=1. (2) Given the reactants [NH2:1][C:2]1[C:11]2[N:12]=[C:13]([CH2:20][CH2:21][O:22][CH3:23])[N:14]([CH2:15][C:16]([CH3:19])([OH:18])[CH3:17])[C:10]=2[C:9]2[N:8]=[CH:7][C:6]([Br:24])=[CH:5][C:4]=2[N:3]=1, predict the reaction product. The product is: [BrH:24].[NH2:1][C:2]1[C:11]2[N:12]=[C:13]([CH2:20][CH2:21][O:22][CH3:23])[N:14]([CH2:15][C:16]([CH3:17])([OH:18])[CH3:19])[C:10]=2[C:9]2[N:8]=[CH:7][CH:6]=[CH:5][C:4]=2[N:3]=1. (3) Given the reactants [CH2:1]([N:3](CC)CC)[CH3:2].[Br-].[Li+].C(OP([CH2:18][C:19]#[N:20])(=O)OCC)C.O=[C:22]1[CH2:27][CH2:26][N:25]([C:28]2[CH:33]=[CH:32][C:31]([N:34]3[CH2:38][C@H:37]([CH2:39]CC(N)=O)[O:36][C:35]3=[O:44])=[CH:30][CH:29]=2)[CH2:24][CH2:23]1.[O:45]1CCCC1, predict the reaction product. The product is: [C:1]([CH:2]=[C:22]1[CH2:23][CH2:24][N:25]([C:28]2[CH:33]=[CH:32][C:31]([N:34]3[CH2:38][C@H:37]([CH2:39][NH:20][C:19](=[O:45])[CH3:18])[O:36][C:35]3=[O:44])=[CH:30][CH:29]=2)[CH2:26][CH2:27]1)#[N:3]. (4) Given the reactants [CH3:1][C:2]1([CH3:21])[C:5](=[O:6])[N:4]([CH:7]2[CH:14]3[CH2:15][C:10]4([C:17]([O:19][CH3:20])=[O:18])[CH2:11][CH:12]([CH2:16][CH:8]2[CH2:9]4)[CH2:13]3)[NH:3]1.[Cl:22][C:23]1[CH:30]=[CH:29][CH:28]=[CH:27][C:24]=1[CH2:25]Br, predict the reaction product. The product is: [Cl:22][C:23]1[CH:30]=[CH:29][CH:28]=[CH:27][C:24]=1[CH2:25][N:3]1[C:2]([CH3:21])([CH3:1])[C:5](=[O:6])[N:4]1[CH:7]1[CH:8]2[CH2:9][C:10]3([C:17]([O:19][CH3:20])=[O:18])[CH2:11][CH:12]([CH2:13][CH:14]1[CH2:15]3)[CH2:16]2. (5) Given the reactants [CH:1]1([S:6]([C:8]2[CH:9]=[C:10]([CH:42]=[CH:43][CH:44]=2)[CH2:11][O:12][CH2:13][CH2:14][O:15][C:16]2[CH:21]=[CH:20][C:19]([CH2:22][CH2:23][N:24]3[CH2:28][C@@H:27]([C:29]4[CH:40]=[CH:39][C:32]5[O:33][C:34]([CH3:38])([CH3:37])[O:35][CH2:36][C:31]=5[CH:30]=4)[O:26][C:25]3=[O:41])=[CH:18][CH:17]=2)=[O:7])[CH2:5][CH2:4][CH2:3][CH2:2]1.ClC1C=C(C=CC=1)C(OO)=[O:50], predict the reaction product. The product is: [CH:1]1([S:6]([C:8]2[CH:9]=[C:10]([CH:42]=[CH:43][CH:44]=2)[CH2:11][O:12][CH2:13][CH2:14][O:15][C:16]2[CH:17]=[CH:18][C:19]([CH2:22][CH2:23][N:24]3[CH2:28][C@@H:27]([C:29]4[CH:40]=[CH:39][C:32]5[O:33][C:34]([CH3:38])([CH3:37])[O:35][CH2:36][C:31]=5[CH:30]=4)[O:26][C:25]3=[O:41])=[CH:20][CH:21]=2)(=[O:50])=[O:7])[CH2:2][CH2:3][CH2:4][CH2:5]1.